Dataset: CYP2C9 inhibition data for predicting drug metabolism from PubChem BioAssay. Task: Regression/Classification. Given a drug SMILES string, predict its absorption, distribution, metabolism, or excretion properties. Task type varies by dataset: regression for continuous measurements (e.g., permeability, clearance, half-life) or binary classification for categorical outcomes (e.g., BBB penetration, CYP inhibition). Dataset: cyp2c9_veith. (1) The compound is Cc1noc(C)c1C(=O)N1CCC2(CCCN(C(c3ccccc3)c3ccccc3)C2)CC1. The result is 0 (non-inhibitor). (2) The molecule is CCCc1nnc(SCC(=O)O)n1/N=C/c1ccc2c(c1)OCO2. The result is 0 (non-inhibitor). (3) The result is 0 (non-inhibitor). The compound is Nc1ncnc2c1ncn2[C@@H]1O[C@@H]2COP(=O)(O)O[C@H]2[C@@H]1O. (4) The compound is COc1cccc(/C=N/Nc2nc(N3CCCC3)nc(N3CCCC3)n2)c1O. The result is 1 (inhibitor).